This data is from Forward reaction prediction with 1.9M reactions from USPTO patents (1976-2016). The task is: Predict the product of the given reaction. (1) Given the reactants C([O-])(=[O:3])C.[K+].Cl[C:7]1[N:12]=[N:11][C:10]([N:13]2[CH2:18][CH2:17][CH:16]([N:19]3[CH2:25][CH2:24][C:23]4[CH:26]=[C:27]([O:30][CH3:31])[CH:28]=[CH:29][C:22]=4[NH:21][C:20]3=[O:32])[CH2:15][CH2:14]2)=[CH:9][C:8]=1[C:33]([C:35]1[CH:45]=[C:44]([CH3:46])[C:38]2[N:39]([CH3:43])[C:40](=[O:42])[O:41][C:37]=2[CH:36]=1)=[O:34], predict the reaction product. The product is: [CH3:43][N:39]1[C:38]2[C:44]([CH3:46])=[CH:45][C:35]([C:33]([C:8]3[C:7](=[O:3])[NH:12][N:11]=[C:10]([N:13]4[CH2:14][CH2:15][CH:16]([N:19]5[CH2:25][CH2:24][C:23]6[CH:26]=[C:27]([O:30][CH3:31])[CH:28]=[CH:29][C:22]=6[NH:21][C:20]5=[O:32])[CH2:17][CH2:18]4)[CH:9]=3)=[O:34])=[CH:36][C:37]=2[O:41][C:40]1=[O:42]. (2) Given the reactants [CH3:1][O-:2].[Na+].CO.Br[C:7]1[C:8](=[O:30])[N:9]([C:14]2[CH:19]=[CH:18][C:17]([S:20]([CH3:23])(=[O:22])=[O:21])=[C:16]([C:24]3[CH2:28][CH2:27][O:26][N:25]=3)[C:15]=2[CH3:29])[N:10]=[CH:11][C:12]=1[Br:13].O, predict the reaction product. The product is: [Br:13][C:12]1[CH:11]=[N:10][N:9]([C:14]2[CH:19]=[CH:18][C:17]([S:20]([CH3:23])(=[O:22])=[O:21])=[C:16]([C:24]3[CH2:28][CH2:27][O:26][N:25]=3)[C:15]=2[CH3:29])[C:8](=[O:30])[C:7]=1[O:2][CH3:1]. (3) The product is: [CH3:12][CH:10]([CH3:11])[C@@H:5]([CH2:6][NH:14][C:19]([O:41][CH2:40][CH2:39][Si:38]([CH3:43])([CH3:42])[CH3:37])=[O:27])[C:3]([O:2][CH3:1])=[O:4]. Given the reactants [CH3:1][O:2][C:3]([C@@H:5]([CH:10]([CH3:12])[CH3:11])[CH2:6]C(O)=O)=[O:4].C[N:14]1[CH2:19]COCC1.C1(P(N=[N+]=[N-])(C2C=CC=CC=2)=[O:27])C=CC=CC=1.[CH3:37][Si:38]([CH3:43])([CH3:42])[CH2:39][CH2:40][OH:41], predict the reaction product. (4) Given the reactants [CH3:1][C@H:2]([C@@:10]([OH:25])([C:17]1[CH:18]=[CH:19][C:20]([F:24])=[CH:21][C:22]=1[F:23])[CH2:11][N:12]1[N:16]=[CH:15][N:14]=[CH:13]1)[C:3]1[N:8]=[CH:7][N:6]=[CH:5][C:4]=1[F:9].[C@@]12(CS([O-])(=O)=O)C(C)(C)C(CC1)CC2=O.C(N(CC)CC)C, predict the reaction product. The product is: [CH3:1][C@H:2]([C@@:10]([OH:25])([C:17]1[CH:18]=[CH:19][C:20]([F:24])=[CH:21][C:22]=1[F:23])[CH2:11][N:12]1[N:16]=[CH:15][N:14]=[CH:13]1)[C:3]1[N:8]=[CH:7][N:6]=[CH:5][C:4]=1[F:9]. (5) Given the reactants COC([CH:5]1[CH2:10][C:9]([C:13]2[CH:18]=[C:17]([Br:19])[CH:16]=[CH:15][C:14]=2[O:20][CH3:21])([C:11]#[N:12])[CH2:8][CH2:7][C:6]1=[O:22])=O, predict the reaction product. The product is: [Br:19][C:17]1[CH:16]=[CH:15][C:14]([O:20][CH3:21])=[C:13]([C:9]2([C:11]#[N:12])[CH2:8][CH2:7][C:6](=[O:22])[CH2:5][CH2:10]2)[CH:18]=1. (6) Given the reactants CCN(S(F)(F)[F:7])CC.O[C@H:11]1[CH2:15][C@@H:14]([C:16](=[O:35])[NH:17][CH2:18][C:19]2[CH:24]=[CH:23][N:22]=[C:21]([C:25]3[CH:26]=[N:27][C:28]([C:31]([F:34])([F:33])[F:32])=[N:29][CH:30]=3)[CH:20]=2)[N:13]([C:36]([O:38][C:39]([CH3:42])([CH3:41])[CH3:40])=[O:37])[C@H:12]1[CH3:43], predict the reaction product. The product is: [F:7][C@@H:11]1[CH2:15][C@@H:14]([C:16](=[O:35])[NH:17][CH2:18][C:19]2[CH:24]=[CH:23][N:22]=[C:21]([C:25]3[CH:26]=[N:27][C:28]([C:31]([F:32])([F:33])[F:34])=[N:29][CH:30]=3)[CH:20]=2)[N:13]([C:36]([O:38][C:39]([CH3:40])([CH3:41])[CH3:42])=[O:37])[C@H:12]1[CH3:43]. (7) Given the reactants [CH3:1][O:2][C:3]1[C:4]([NH:14][S:15]([C:18]2[S:19][C:20]([C:23]3[CH:28]=[CH:27][C:26]([Cl:29])=[CH:25][CH:24]=3)=[CH:21][CH:22]=2)(=[O:17])=[O:16])=[CH:5][C:6]2[CH2:12][CH2:11][NH:10][CH2:9][CH2:8][C:7]=2[CH:13]=1.[CH2:30](N(CC)CC)C.C=O.C(O[BH-](OC(=O)C)OC(=O)C)(=O)C.[Na+], predict the reaction product. The product is: [CH3:1][O:2][C:3]1[C:4]([NH:14][S:15]([C:18]2[S:19][C:20]([C:23]3[CH:28]=[CH:27][C:26]([Cl:29])=[CH:25][CH:24]=3)=[CH:21][CH:22]=2)(=[O:16])=[O:17])=[CH:5][C:6]2[CH2:12][CH2:11][N:10]([CH3:30])[CH2:9][CH2:8][C:7]=2[CH:13]=1. (8) The product is: [C:1]([O:5][C:6]([N:8]1[CH2:12][CH2:11][C@@H:10]([C:13](=[O:15])[NH:31][C:28]2[CH:27]=[C:26]([C:32]3[CH:37]=[CH:36][CH:35]=[C:34]([NH:38][CH2:39][CH:40]4[CH2:45][CH2:44][O:43][CH2:42][CH2:41]4)[N:33]=3)[C:25]([Cl:24])=[CH:30][N:29]=2)[CH2:9]1)=[O:7])([CH3:2])([CH3:3])[CH3:4]. Given the reactants [C:1]([O:5][C:6]([N:8]1[CH2:12][CH2:11][C@@H:10]([C:13]([OH:15])=O)[CH2:9]1)=[O:7])([CH3:4])([CH3:3])[CH3:2].ClC(N(C)C)=C(C)C.[Cl:24][C:25]1[C:26]([C:32]2[CH:37]=[CH:36][CH:35]=[C:34]([NH:38][CH2:39][CH:40]3[CH2:45][CH2:44][O:43][CH2:42][CH2:41]3)[N:33]=2)=[CH:27][C:28]([NH2:31])=[N:29][CH:30]=1.N1C=CC=CC=1, predict the reaction product.